This data is from Full USPTO retrosynthesis dataset with 1.9M reactions from patents (1976-2016). The task is: Predict the reactants needed to synthesize the given product. Given the product [CH3:5][O:6][C:7]1[CH:8]=[C:9]([CH:13]=[CH:14][C:15]=1[N+:16]([O-:18])=[O:17])[C:10]([Cl:3])=[O:11], predict the reactants needed to synthesize it. The reactants are: S(Cl)([Cl:3])=O.[CH3:5][O:6][C:7]1[CH:8]=[C:9]([CH:13]=[CH:14][C:15]=1[N+:16]([O-:18])=[O:17])[C:10](O)=[O:11].